From a dataset of Catalyst prediction with 721,799 reactions and 888 catalyst types from USPTO. Predict which catalyst facilitates the given reaction. (1) Reactant: C([O:5][C:6](=[O:54])[CH2:7][O:8][C:9]1[CH:14]=[CH:13][C:12]([C:15](=[O:46])[NH:16][CH2:17][C@H:18]([CH:43]([CH3:45])[CH3:44])[CH2:19][C@H:20]([NH:35]C(OC(C)(C)C)=O)[C@@H:21]([OH:34])[CH2:22][C@H:23]([C:27](=[O:33])[NH:28][CH2:29][CH2:30][CH2:31][CH3:32])[CH:24]([CH3:26])[CH3:25])=[C:11]([O:47][CH2:48][CH2:49][CH2:50][CH2:51][O:52][CH3:53])[CH:10]=1)(C)(C)C.Cl. Product: [NH2:35][C@H:20]([C@@H:21]([OH:34])[CH2:22][C@H:23]([C:27](=[O:33])[NH:28][CH2:29][CH2:30][CH2:31][CH3:32])[CH:24]([CH3:26])[CH3:25])[CH2:19][C@@H:18]([CH:43]([CH3:44])[CH3:45])[CH2:17][NH:16][C:15]([C:12]1[CH:13]=[CH:14][C:9]([O:8][CH2:7][C:6]([OH:54])=[O:5])=[CH:10][C:11]=1[O:47][CH2:48][CH2:49][CH2:50][CH2:51][O:52][CH3:53])=[O:46]. The catalyst class is: 12. (2) The catalyst class is: 4. Product: [C:1]([C:3]1[CH:4]=[N:5][C:6]2[C:11]([CH:12]=1)=[CH:10][C:9]([O:13][CH:14]([S:24][CH3:25])[C:15]([NH:17][C:18]([CH:22]=[O:23])([CH3:21])[C:19]#[CH:20])=[O:16])=[CH:8][CH:7]=2)#[CH:2]. Reactant: [C:1]([C:3]1[CH:4]=[N:5][C:6]2[C:11]([CH:12]=1)=[CH:10][C:9]([O:13][CH:14]([S:24][CH3:25])[C:15]([NH:17][C:18]([CH2:22][OH:23])([CH3:21])[C:19]#[CH:20])=[O:16])=[CH:8][CH:7]=2)#[CH:2].CC(OI1(OC(C)=O)(OC(C)=O)OC(=O)C2C=CC=CC1=2)=O.C([O-])(O)=O.[Na+].S([O-])([O-])(=O)=S.[Na+].[Na+].